This data is from Catalyst prediction with 721,799 reactions and 888 catalyst types from USPTO. The task is: Predict which catalyst facilitates the given reaction. (1) Reactant: CN(C)C=O.[N:6]1[CH:11]=[CH:10][CH:9]=[CH:8][C:7]=1[S:12]([CH:15]([NH:27][CH2:28][C:29]1[CH:34]=[CH:33][C:32]([C:35]2[S:36][CH:37]=[CH:38][N:39]=2)=[CH:31][CH:30]=1)[C:16]1[N:21]=[C:20]([NH:22][CH2:23][C:24]([OH:26])=[O:25])[CH:19]=[CH:18][CH:17]=1)(=[O:14])=[O:13].C(=O)([O-])[O-].[K+].[K+].[C:46]1([CH2:52][CH2:53][CH2:54][CH2:55][CH2:56]CS([O-])(=O)=O)[CH:51]=[CH:50][CH:49]=[CH:48][CH:47]=1. Product: [C:46]1([CH2:52][CH2:53][CH2:54][CH2:55][CH2:56][O:25][C:24](=[O:26])[CH2:23][NH:22][C:20]2[CH:19]=[CH:18][CH:17]=[C:16]([CH:15]([S:12]([C:7]3[CH:8]=[CH:9][CH:10]=[CH:11][N:6]=3)(=[O:14])=[O:13])[NH:27][CH2:28][C:29]3[CH:34]=[CH:33][C:32]([C:35]4[S:36][CH:37]=[CH:38][N:39]=4)=[CH:31][CH:30]=3)[N:21]=2)[CH:51]=[CH:50][CH:49]=[CH:48][CH:47]=1. The catalyst class is: 6. (2) Reactant: [Cl:1][C:2]1[N:7]=[CH:6][C:5]([CH2:8][N:9]2[C:13]([CH3:14])=[C:12]([C:15]3[CH:20]=[CH:19][C:18]([C:21]#[N:22])=[CH:17][CH:16]=3)[C:11]([C:23]#[N:24])=[C:10]2[CH2:25][CH2:26][CH3:27])=[CH:4][C:3]=1[CH2:28][OH:29].O.[C:31]1([S:37]([OH:40])(=[O:39])=[O:38])[CH:36]=[CH:35][CH:34]=[CH:33][CH:32]=1. Product: [C:31]1([S:37]([OH:40])(=[O:39])=[O:38])[CH:36]=[CH:35][CH:34]=[CH:33][CH:32]=1.[Cl:1][C:2]1[N:7]=[CH:6][C:5]([CH2:8][N:9]2[C:13]([CH3:14])=[C:12]([C:15]3[CH:20]=[CH:19][C:18]([C:21]#[N:22])=[CH:17][CH:16]=3)[C:11]([C:23]#[N:24])=[C:10]2[CH2:25][CH2:26][CH3:27])=[CH:4][C:3]=1[CH2:28][OH:29]. The catalyst class is: 13. (3) Reactant: [CH2:1]([O:8][C:9]1[C:10]([NH:15][C:16]2[S:17][CH:18]=[C:19]([CH2:21][CH2:22][C:23]([O:25]C)=[O:24])[N:20]=2)=[N:11][CH:12]=[CH:13][CH:14]=1)[C:2]1[CH:7]=[CH:6][CH:5]=[CH:4][CH:3]=1.O.[OH-].[Li+]. Product: [CH2:1]([O:8][C:9]1[C:10]([NH:15][C:16]2[S:17][CH:18]=[C:19]([CH2:21][CH2:22][C:23]([OH:25])=[O:24])[N:20]=2)=[N:11][CH:12]=[CH:13][CH:14]=1)[C:2]1[CH:3]=[CH:4][CH:5]=[CH:6][CH:7]=1. The catalyst class is: 20. (4) Reactant: [O:1]1[C:5]2([CH2:10][CH2:9][N:8]([S:11]([NH2:14])(=[O:13])=[O:12])[CH2:7][CH2:6]2)[O:4][CH2:3][CH2:2]1.C1(P(C2CCCCC2)C2C=CC=CC=2C2C(C(C)C)=CC(C(C)C)=CC=2C(C)C)CCCCC1.C(=O)([O-])[O-].[Cs+].[Cs+].Cl[C:56]1[CH:61]=[C:60]([O:62][CH3:63])[N:59]=[C:58]([S:64][CH2:65][C:66]2[CH:71]=[CH:70][CH:69]=[C:68]([F:72])[C:67]=2[F:73])[N:57]=1.[Cl-].[NH4+]. Product: [F:73][C:67]1[C:68]([F:72])=[CH:69][CH:70]=[CH:71][C:66]=1[CH2:65][S:64][C:58]1[N:57]=[C:56]([NH:14][S:11]([N:8]2[CH2:7][CH2:6][C:5]3([O:4][CH2:3][CH2:2][O:1]3)[CH2:10][CH2:9]2)(=[O:12])=[O:13])[CH:61]=[C:60]([O:62][CH3:63])[N:59]=1. The catalyst class is: 62. (5) Reactant: [NH3:1].[CH2:2]([O:4][C:5]([C:7]1[C:8]2[S:16][CH:15]=[C:14]([CH2:17][O:18][C:19]3[CH:24]=[CH:23][CH:22]=[C:21]([C:25]([O:27][C:28]([CH3:31])([CH3:30])[CH3:29])=[O:26])[CH:20]=3)[C:9]=2[C:10](Cl)=[N:11][CH:12]=1)=[O:6])[CH3:3]. Product: [CH2:2]([O:4][C:5]([C:7]1[C:8]2[S:16][CH:15]=[C:14]([CH2:17][O:18][C:19]3[CH:24]=[CH:23][CH:22]=[C:21]([C:25]([O:27][C:28]([CH3:31])([CH3:30])[CH3:29])=[O:26])[CH:20]=3)[C:9]=2[C:10]([NH2:1])=[N:11][CH:12]=1)=[O:6])[CH3:3]. The catalyst class is: 12. (6) Reactant: [Si]([O:8][CH:9]1[CH2:14][CH2:13][CH:12]([O:15][C:16]2[CH:21]=[CH:20][C:19]([N:22]3[C:27](=[O:28])[C:26]([CH2:29][C:30]4[CH:35]=[CH:34][C:33]([C:36]5[CH:41]=[CH:40][CH:39]=[CH:38][C:37]=5[C:42]5[NH:46][C:45](=[O:47])[O:44][N:43]=5)=[CH:32][CH:31]=4)=[C:25]([CH2:48][CH2:49][CH3:50])[N:24]=[C:23]3[CH3:51])=[CH:18][CH:17]=2)[CH2:11][CH2:10]1)(C(C)(C)C)(C)C.[F-].C([N+](CCCC)(CCCC)CCCC)CCC.C(OCC)(=O)C.O. Product: [OH:8][CH:9]1[CH2:14][CH2:13][CH:12]([O:15][C:16]2[CH:17]=[CH:18][C:19]([N:22]3[C:27](=[O:28])[C:26]([CH2:29][C:30]4[CH:35]=[CH:34][C:33]([C:36]5[CH:41]=[CH:40][CH:39]=[CH:38][C:37]=5[C:42]5[NH:46][C:45](=[O:47])[O:44][N:43]=5)=[CH:32][CH:31]=4)=[C:25]([CH2:48][CH2:49][CH3:50])[N:24]=[C:23]3[CH3:51])=[CH:20][CH:21]=2)[CH2:11][CH2:10]1. The catalyst class is: 7.